From a dataset of Peptide-MHC class I binding affinity with 185,985 pairs from IEDB/IMGT. Regression. Given a peptide amino acid sequence and an MHC pseudo amino acid sequence, predict their binding affinity value. This is MHC class I binding data. The peptide sequence is SGPSNTYPEI. The MHC is HLA-B27:05 with pseudo-sequence HLA-B27:05. The binding affinity (normalized) is 0.